Dataset: Forward reaction prediction with 1.9M reactions from USPTO patents (1976-2016). Task: Predict the product of the given reaction. (1) The product is: [CH2:5]([O:4][C:2]([N:15]([CH2:16][CH:17]=[CH2:18])[CH2:12][CH:13]=[CH2:14])=[O:3])[C:6]1[CH:11]=[CH:10][CH:9]=[CH:8][CH:7]=1. Given the reactants Cl[C:2]([O:4][CH2:5][C:6]1[CH:11]=[CH:10][CH:9]=[CH:8][CH:7]=1)=[O:3].[CH2:12]([NH:15][CH2:16][CH:17]=[CH2:18])[CH:13]=[CH2:14].C(N(CC)CC)C, predict the reaction product. (2) Given the reactants [Cl:1][C:2]1[CH:10]=[CH:9][C:5]([C:6]([OH:8])=[O:7])=[C:4](I)[CH:3]=1.C(=O)([O-])[O-].[K+].[K+].[CH2:18]([O:20][C:21](=[O:32])[C:22]1[CH:27]=[CH:26][C:25]([SH:28])=[C:24]([N+:29]([O-:31])=[O:30])[CH:23]=1)[CH3:19].C(O)CO.Cl, predict the reaction product. The product is: [CH2:18]([O:20][C:21]([C:22]1[CH:27]=[CH:26][C:25]([S:28][C:4]2[CH:3]=[C:2]([Cl:1])[CH:10]=[CH:9][C:5]=2[C:6]([OH:8])=[O:7])=[C:24]([N+:29]([O-:31])=[O:30])[CH:23]=1)=[O:32])[CH3:19]. (3) Given the reactants [OH:1][C:2]1[CH:6]=[C:5]([C:7]([O:9][CH3:10])=[O:8])[NH:4][N:3]=1.C(=O)([O-])[O-].[K+].[K+].Cl.Cl[CH2:19][C:20]1[CH:29]=[CH:28][C:27]2[C:22](=[CH:23][CH:24]=[CH:25][CH:26]=2)[N:21]=1.CN(C)C=O, predict the reaction product. The product is: [N:21]1[C:22]2[C:27](=[CH:26][CH:25]=[CH:24][CH:23]=2)[CH:28]=[CH:29][C:20]=1[CH2:19][O:1][C:2]1[CH:6]=[C:5]([C:7]([O:9][CH3:10])=[O:8])[NH:4][N:3]=1. (4) The product is: [C:1]([C:5]1[CH:14]=[C:13]([C:15](=[O:16])[CH3:17])[CH:12]=[C:7]([CH2:8][O:10][CH3:11])[CH:6]=1)([CH3:4])([CH3:3])[CH3:2]. Given the reactants [C:1]([C:5]1[CH:6]=[C:7]([CH:12]=[C:13]([CH2:15][OH:16])[CH:14]=1)[C:8]([O:10][CH3:11])=O)([CH3:4])([CH3:3])[CH3:2].[CH3:17]I.O=O, predict the reaction product. (5) The product is: [Cl:1][C:2]1[CH:3]=[CH:4][C:5]([N+:9]([O-:11])=[O:10])=[C:6]([CH:8]=1)[NH:7][CH3:12]. Given the reactants [Cl:1][C:2]1[CH:3]=[CH:4][C:5]([N+:9]([O-:11])=[O:10])=[C:6]([CH:8]=1)[NH2:7].[CH3:12]C(C)([O-])C.[K+].S(OC)(OC)(=O)=O, predict the reaction product. (6) Given the reactants C[O:2][C:3]1[CH:8]=[CH:7][C:6]([P:9](=[O:36])([C:30]2[CH:35]=[CH:34][CH:33]=[CH:32][CH:31]=2)[C:10]2[C:27]3=[C:28]4[C:17]([C:18]5[C:29]6[C:22](=[CH:23][CH:24]=[CH:25][C:26]3=6)[CH:21]=[CH:20][CH:19]=5)=[CH:16][CH:15]=[CH:14][C:13]4=[CH:12][CH:11]=2)=[CH:5][CH:4]=1.[Br-].[Br-].[Br-].B.O, predict the reaction product. The product is: [OH:2][C:3]1[CH:4]=[CH:5][C:6]([P:9](=[O:36])([C:30]2[CH:31]=[CH:32][CH:33]=[CH:34][CH:35]=2)[C:10]2[C:27]3=[C:28]4[C:17]([C:18]5[C:29]6[C:22](=[CH:23][CH:24]=[CH:25][C:26]3=6)[CH:21]=[CH:20][CH:19]=5)=[CH:16][CH:15]=[CH:14][C:13]4=[CH:12][CH:11]=2)=[CH:7][CH:8]=1. (7) Given the reactants [C:1]([C:4]1[CH:9]=[C:8]([Cl:10])[CH:7]=[CH:6][C:5]=1[NH:11][S:12]([C:15]([F:18])([F:17])[F:16])(=[O:14])=[O:13])(=O)[CH3:2].Cl.[F:20][C:21]([F:36])([F:35])[C:22]1[CH:30]=[C:29]([C:31]([F:34])([F:33])[F:32])[CH:28]=[CH:27][C:23]=1[CH2:24][O:25][NH2:26].CC([O-])=O.[Na+], predict the reaction product. The product is: [F:20][C:21]([F:35])([F:36])[C:22]1[CH:30]=[C:29]([C:31]([F:34])([F:32])[F:33])[CH:28]=[CH:27][C:23]=1[CH2:24][O:25][N:26]=[C:1]([C:4]1[CH:9]=[C:8]([Cl:10])[CH:7]=[CH:6][C:5]=1[NH:11][S:12]([C:15]([F:18])([F:17])[F:16])(=[O:14])=[O:13])[CH3:2].